This data is from Full USPTO retrosynthesis dataset with 1.9M reactions from patents (1976-2016). The task is: Predict the reactants needed to synthesize the given product. (1) Given the product [F:31][C:32]1[CH:33]=[CH:34][C:35]([CH2:38][C:39]([NH:41][C:42](=[O:43])[NH:1][C:2]2[CH:3]=[CH:4][C:5]([O:6][C:7]3[CH:12]=[CH:11][N:10]=[C:9]([NH:13][C:14]([N:16]4[CH2:17][CH2:18][CH:19]([N:22]5[CH2:23][CH2:24][N:25]([CH3:28])[CH2:26][CH2:27]5)[CH2:20][CH2:21]4)=[O:15])[CH:8]=3)=[CH:29][CH:30]=2)=[O:40])=[CH:36][CH:37]=1, predict the reactants needed to synthesize it. The reactants are: [NH2:1][C:2]1[CH:30]=[CH:29][C:5]([O:6][C:7]2[CH:12]=[CH:11][N:10]=[C:9]([NH:13][C:14]([N:16]3[CH2:21][CH2:20][CH:19]([N:22]4[CH2:27][CH2:26][N:25]([CH3:28])[CH2:24][CH2:23]4)[CH2:18][CH2:17]3)=[O:15])[CH:8]=2)=[CH:4][CH:3]=1.[F:31][C:32]1[CH:37]=[CH:36][C:35]([CH2:38][C:39]([N:41]=[C:42]=[O:43])=[O:40])=[CH:34][CH:33]=1. (2) Given the product [CH3:24][N:11]([C@H:9]([C:6]1[CH:7]=[CH:8][C:3]([O:2][CH3:1])=[CH:4][CH:5]=1)[CH3:10])[C@@H:12]1[C:17]2=[N:18][CH:19]=[CH:20][CH:21]=[C:16]2[O:15][CH2:14][CH2:13]1, predict the reactants needed to synthesize it. The reactants are: [CH3:1][O:2][C:3]1[CH:8]=[CH:7][C:6]([C@@H:9]([NH:11][C@@H:12]2[C:17]3=[N:18][CH:19]=[CH:20][CH:21]=[C:16]3[O:15][CH2:14][CH2:13]2)[CH3:10])=[CH:5][CH:4]=1.C=O.[C:24](O)(=O)C.C(O[BH-](OC(=O)C)OC(=O)C)(=O)C.[Na+]. (3) Given the product [Cl:25][C:21]1[CH:20]=[C:19]([C:17]#[C:18][C:2]2[CH:11]=[CH:10][N:9]=[C:8]3[C:3]=2[C:4]2[CH:16]=[CH:15][CH:14]=[CH:13][C:5]=2[C:6](=[O:12])[NH:7]3)[CH:24]=[CH:23][CH:22]=1, predict the reactants needed to synthesize it. The reactants are: Cl[C:2]1[CH:11]=[CH:10][N:9]=[C:8]2[C:3]=1[C:4]1[CH:16]=[CH:15][CH:14]=[CH:13][C:5]=1[C:6](=[O:12])[NH:7]2.[C:17]([C:19]1[CH:24]=[CH:23][CH:22]=[C:21]([Cl:25])[CH:20]=1)#[CH:18]. (4) Given the product [CH3:1][O:2][C:3]([CH:5]1[CH2:7][N:6]1[S:18]([CH:15]([CH3:17])[CH3:16])(=[O:20])=[O:19])=[O:4], predict the reactants needed to synthesize it. The reactants are: [CH3:1][O:2][C:3]([CH:5]1[CH2:7][NH:6]1)=[O:4].C(N(CC)CC)C.[CH:15]([S:18](Cl)(=[O:20])=[O:19])([CH3:17])[CH3:16]. (5) Given the product [C:37]([NH:36][CH2:35][CH2:34][NH:33][CH2:1][C:3]1[CH:8]=[CH:7][C:6](/[CH:9]=[CH:10]/[C:11]([NH:13][C:14]2[CH:19]=[C:18]([C:20]3[S:21][CH:22]=[CH:23][CH:24]=3)[CH:17]=[CH:16][C:15]=2[NH2:25])=[O:12])=[CH:5][CH:4]=1)(=[O:39])[CH3:38], predict the reactants needed to synthesize it. The reactants are: [CH:1]([C:3]1[CH:8]=[CH:7][C:6](/[CH:9]=[CH:10]/[C:11]([NH:13][C:14]2[CH:19]=[C:18]([C:20]3[S:21][CH:22]=[CH:23][CH:24]=3)[CH:17]=[CH:16][C:15]=2[NH:25]C(=O)OC(C)(C)C)=[O:12])=[CH:5][CH:4]=1)=O.[NH2:33][CH2:34][CH2:35][NH:36][C:37](=[O:39])[CH3:38].[BH-](OC(C)=O)(OC(C)=O)OC(C)=O.[Na+]. (6) The reactants are: [CH2:1]([N:3]([CH3:14])[C:4]1[CH:5]=[C:6]2[C:10](=[CH:11][CH:12]=1)[C:9](=[O:13])[NH:8][CH2:7]2)[CH3:2].[C:15]([O:18][CH2:19][C:20]1[C:25]([Br:26])=[CH:24][CH:23]=[CH:22][C:21]=1Br)(=[O:17])[CH3:16].C(=O)([O-])[O-].[Cs+].[Cs+].CNCCNC. Given the product [C:15]([O:18][CH2:19][C:20]1[C:21]([N:8]2[CH2:7][C:6]3[C:10](=[CH:11][CH:12]=[C:4]([N:3]([CH2:1][CH3:2])[CH3:14])[CH:5]=3)[C:9]2=[O:13])=[CH:22][CH:23]=[CH:24][C:25]=1[Br:26])(=[O:17])[CH3:16], predict the reactants needed to synthesize it. (7) Given the product [Cl:35][C:36]1[C:45]2[C:40](=[CH:41][C:42]([F:47])=[CH:43][C:44]=2[F:46])[N:39]=[C:38]([C:48]2[CH:53]=[C:52]([CH:1]=[CH2:2])[CH:51]=[CH:50][N:49]=2)[C:37]=1[CH3:55], predict the reactants needed to synthesize it. The reactants are: [CH:1]1(P(C2CCCCC2)C2C=CC=CC=2C2C(C(C)C)=CC(C(C)C)=CC=2C(C)C)CCCC[CH2:2]1.[Cl:35][C:36]1[C:45]2[C:40](=[CH:41][C:42]([F:47])=[CH:43][C:44]=2[F:46])[N:39]=[C:38]([C:48]2[CH:53]=[C:52](Cl)[CH:51]=[CH:50][N:49]=2)[C:37]=1[CH3:55].CC(C)([O-])C.[Na+]. (8) Given the product [C:11]([CH2:7][C:8]([O:10][CH2:2][CH3:3])=[O:9])(=[O:13])[C:18]1[CH:23]=[CH:22][CH:21]=[CH:20][CH:19]=1, predict the reactants needed to synthesize it. The reactants are: Cl[CH2:2][CH2:3]Cl.C([CH:7]([C:11]([O-:13])=O)[C:8]([O-:10])=[O:9])C.[K+].[K+].Cl.C(#N)[C:18]1[CH:23]=[CH:22][CH:21]=[CH:20][CH:19]=1.